Dataset: Full USPTO retrosynthesis dataset with 1.9M reactions from patents (1976-2016). Task: Predict the reactants needed to synthesize the given product. (1) Given the product [CH3:1][N:2]1[CH:10]2[CH:5]([CH2:6][CH2:7][CH2:8][CH2:9]2)[CH2:4][CH2:3]1, predict the reactants needed to synthesize it. The reactants are: [CH3:1][N:2]1[C:10]2[C:5](=[CH:6][CH:7]=[CH:8][CH:9]=2)[CH:4]=[CH:3]1.OS(O)(=O)=O.[H][H]. (2) Given the product [F:1][C:2]1[CH:16]=[CH:15][C:5]2[C:6](=[O:14])/[C:7](=[N:22]/[OH:23])/[C:8]3[CH:9]=[CH:10][N:11]=[CH:12][C:13]=3[C:4]=2[CH:3]=1, predict the reactants needed to synthesize it. The reactants are: [F:1][C:2]1[CH:16]=[CH:15][C:5]2=[C:6]([OH:14])[CH:7]=[C:8]3[C:13]([CH:12]=[N:11][CH:10]=[CH:9]3)=[C:4]2[CH:3]=1.CN(C)C=O.[N:22](OC(C)(C)C)=[O:23].Cl. (3) Given the product [CH3:17][O:16][C:12](=[O:15])/[CH:13]=[CH:14]/[C:2]1[CH:3]=[C:4]([F:11])[CH:5]=[C:6]2[C:10]=1[NH:9][CH:8]=[CH:7]2, predict the reactants needed to synthesize it. The reactants are: Br[C:2]1[CH:3]=[C:4]([F:11])[CH:5]=[C:6]2[C:10]=1[NH:9][CH:8]=[CH:7]2.[C:12]([O:16][CH3:17])(=[O:15])[CH:13]=[CH2:14].C1(C)C=CC=CC=1P(C1C=CC=CC=1C)C1C=CC=CC=1C. (4) Given the product [CH3:1][N:2]1[C:6]([C:7]2[CH:8]=[C:9]([C:13]([OH:15])=[O:14])[O:10][C:11]=2[CH3:12])=[C:5]([CH3:17])[CH:4]=[N:3]1, predict the reactants needed to synthesize it. The reactants are: [CH3:1][N:2]1[C:6]([C:7]2[CH:8]=[C:9]([C:13]([O:15]C)=[O:14])[O:10][C:11]=2[CH3:12])=[C:5]([CH3:17])[CH:4]=[N:3]1.[OH-].[Na+].